Task: Predict which catalyst facilitates the given reaction.. Dataset: Catalyst prediction with 721,799 reactions and 888 catalyst types from USPTO Reactant: I[CH2:2][C:3]([OH:5])=[O:4].CN1CCOCC1.C(OC([Cl:20])=O)C(C)C.O[C:22]1[CH:23]=[C:24]([CH:41]=[CH:42][C:43]=1[O:44][CH2:45][CH2:46][CH3:47])[CH2:25][NH:26]/[CH:27]=[C:28]1\[C:29](=[O:40])[NH:30][C:31](=[O:39])[C:32]2[C:37]\1=[CH:36][C:35]([I:38])=[CH:34][CH:33]=2.C(O)(=O)CC(CC(O)=O)(C(O)=O)O. Product: [Cl:20][CH2:2][C:3]([O:5][C:22]1[CH:23]=[C:24]([CH2:25][NH:26]/[CH:27]=[C:28]2\[C:29](=[O:40])[NH:30][C:31](=[O:39])[C:32]3[C:37]\2=[CH:36][C:35]([I:38])=[CH:34][CH:33]=3)[CH:41]=[CH:42][C:43]=1[O:44][CH2:45][CH2:46][CH3:47])=[O:4]. The catalyst class is: 9.